This data is from Forward reaction prediction with 1.9M reactions from USPTO patents (1976-2016). The task is: Predict the product of the given reaction. (1) Given the reactants [Cl:1][C:2]1[CH:3]=[C:4]([C:10]2[CH:15]=[C:14]([CH2:16][CH2:17][CH3:18])[CH:13]=[C:12]([C:19]#[N:20])[C:11]=2[C:21]2[S:22][CH:23]=[CH:24][C:25]=2[CH3:26])[CH:5]=[C:6]([F:9])[C:7]=1[OH:8].[NH2:27][OH:28], predict the reaction product. The product is: [Cl:1][C:2]1[CH:3]=[C:4]([C:10]2[CH:15]=[C:14]([CH2:16][CH2:17][CH3:18])[CH:13]=[C:12]([C:19](=[N:27][OH:28])[NH2:20])[C:11]=2[C:21]2[S:22][CH:23]=[CH:24][C:25]=2[CH3:26])[CH:5]=[C:6]([F:9])[C:7]=1[OH:8]. (2) Given the reactants Br[CH2:2][C:3]1[CH:4]=[CH:5][C:6]2[O:10][C:9]([C:11]3[CH:16]=[CH:15][CH:14]=[CH:13][CH:12]=3)=[N:8][C:7]=2[CH:17]=1.[C:18]([O-:21])(=[O:20])[CH3:19].[Cs+], predict the reaction product. The product is: [C:11]1([C:9]2[O:10][C:6]3[CH:5]=[CH:4][C:3]([CH2:2][O:21][C:18](=[O:20])[CH3:19])=[CH:17][C:7]=3[N:8]=2)[CH:16]=[CH:15][CH:14]=[CH:13][CH:12]=1. (3) Given the reactants [CH2:1]([O:3][C:4](=[O:19])[C:5]([C:17]#[N:18])=[CH:6][C:7]1[CH:12]=[CH:11][C:10]([O:13][CH3:14])=[CH:9][C:8]=1[O:15][CH3:16])[CH3:2].[C:20]1([Mg]Br)[C:29]2[C:24](=[CH:25][CH:26]=[CH:27][CH:28]=2)[CH:23]=[CH:22][CH:21]=1, predict the reaction product. The product is: [C:17]([CH:5]([CH:6]([C:7]1[CH:12]=[CH:11][C:10]([O:13][CH3:14])=[CH:9][C:8]=1[O:15][CH3:16])[C:28]1[C:29]2[C:24](=[CH:23][CH:22]=[CH:21][CH:20]=2)[CH:25]=[CH:26][CH:27]=1)[C:4]([O:3][CH2:1][CH3:2])=[O:19])#[N:18]. (4) Given the reactants [NH2:1][NH2:2].[F:3][C:4]([F:15])([F:14])[O:5][C:6]1[CH:13]=[CH:12][C:9]([CH:10]=O)=[CH:8][CH:7]=1, predict the reaction product. The product is: [F:3][C:4]([F:15])([F:14])[O:5][C:6]1[CH:13]=[CH:12][C:9]([CH:10]=[N:1][NH2:2])=[CH:8][CH:7]=1. (5) Given the reactants [N:1]([CH:4]([C:11]1[O:12][C:13]([CH3:16])=[CH:14][CH:15]=1)[CH:5]1[CH2:10][CH2:9][O:8][CH2:7][CH2:6]1)=[N+]=[N-].[H][H], predict the reaction product. The product is: [CH3:16][C:13]1[O:12][C:11]([CH:4]([NH2:1])[CH:5]2[CH2:10][CH2:9][O:8][CH2:7][CH2:6]2)=[CH:15][CH:14]=1. (6) Given the reactants C(N(CC)CC)C.[B-](F)(F)(F)F.CN(C(ON1C(=O)CCC1=O)=[N+](C)C)C.[CH3:28][O:29][C:30]1[CH:35]=[CH:34][C:33]([C:36]2[CH:41]=[CH:40][N:39]=[C:38]3[NH:42][C:43]([C:45]4[CH:53]=[CH:52][C:48]([C:49](O)=[O:50])=[CH:47][CH:46]=4)=[N:44][C:37]=23)=[CH:32][CH:31]=1.[CH3:54][O:55][CH2:56][CH2:57][N:58]1[CH2:63][CH2:62][NH:61][CH2:60][CH2:59]1, predict the reaction product. The product is: [CH3:54][O:55][CH2:56][CH2:57][N:58]1[CH2:63][CH2:62][N:61]([C:49]([C:48]2[CH:47]=[CH:46][C:45]([C:43]3[NH:42][C:38]4=[N:39][CH:40]=[CH:41][C:36]([C:33]5[CH:32]=[CH:31][C:30]([O:29][CH3:28])=[CH:35][CH:34]=5)=[C:37]4[N:44]=3)=[CH:53][CH:52]=2)=[O:50])[CH2:60][CH2:59]1. (7) The product is: [CH:1]1([CH:7]([C:9]2[O:10][C:11]3[CH:18]=[CH:17][C:16]([O:19][CH:20]4[CH2:21][CH2:22][O:23][CH2:24][CH2:25]4)=[CH:15][C:12]=3[C:13]=2[CH3:14])[OH:8])[CH2:2][CH2:3][CH2:4][CH2:5][CH2:6]1. Given the reactants [CH:1]1([C:7]([C:9]2[O:10][C:11]3[CH:18]=[CH:17][C:16]([O:19][CH:20]4[CH2:25][CH2:24][O:23][CH2:22][CH2:21]4)=[CH:15][C:12]=3[C:13]=2[CH3:14])=[O:8])[CH2:6][CH2:5][CH2:4][CH2:3][CH2:2]1.[BH4-].[Na+], predict the reaction product. (8) Given the reactants [CH2:1]([O:8][C:9]1[CH:10]=[C:11]([CH:14]=[CH:15][C:16]=1[O:17][CH3:18])[CH:12]=[O:13])[C:2]1[CH:7]=[CH:6][CH:5]=[CH:4][CH:3]=1.[CH3:19][Li].Cl, predict the reaction product. The product is: [CH2:1]([O:8][C:9]1[CH:10]=[C:11]([CH:12]([OH:13])[CH3:19])[CH:14]=[CH:15][C:16]=1[O:17][CH3:18])[C:2]1[CH:3]=[CH:4][CH:5]=[CH:6][CH:7]=1. (9) Given the reactants FC(F)(F)C(O)=O.[CH3:8][NH:9][C@H:10]([C:14]([NH:16][C@H:17]([C:21]([N:23]([C@@H:25]([C@@H:61]([CH3:64])[CH2:62][CH3:63])[C@H:26]([O:59][CH3:60])[CH2:27][C:28]([N:30]1[CH2:34][CH2:33][CH2:32][C@H:31]1[C@H:35]([O:57][CH3:58])[C@@H:36]([CH3:56])[C:37]([NH:39][C@H:40](/[CH:48]=[CH:49]/[C:50]1[CH:55]=[CH:54][CH:53]=[CH:52][CH:51]=1)[CH2:41][C:42]1[CH:47]=[CH:46][CH:45]=[CH:44][CH:43]=1)=[O:38])=[O:29])[CH3:24])=[O:22])[CH:18]([CH3:20])[CH3:19])=[O:15])[CH:11]([CH3:13])[CH3:12].O=[CH:66][CH2:67][CH2:68][C:69]([OH:71])=[O:70].C([BH3-])#N.[Na+].O1CCOCC1, predict the reaction product. The product is: [C:69]([CH2:68][CH2:67][CH2:66][N:9]([CH3:8])[C@H:10]([C:14]([NH:16][C@H:17]([C:21]([N:23]([C@@H:25]([C@@H:61]([CH3:64])[CH2:62][CH3:63])[C@H:26]([O:59][CH3:60])[CH2:27][C:28]([N:30]1[CH2:34][CH2:33][CH2:32][C@H:31]1[C@H:35]([O:57][CH3:58])[C@@H:36]([CH3:56])[C:37]([NH:39][C@H:40](/[CH:48]=[CH:49]/[C:50]1[CH:51]=[CH:52][CH:53]=[CH:54][CH:55]=1)[CH2:41][C:42]1[CH:43]=[CH:44][CH:45]=[CH:46][CH:47]=1)=[O:38])=[O:29])[CH3:24])=[O:22])[CH:18]([CH3:19])[CH3:20])=[O:15])[CH:11]([CH3:13])[CH3:12])([OH:71])=[O:70]. (10) Given the reactants [Cl:1][CH2:2][CH2:3][OH:4].C([N-]C(C)C)(C)C.[Li+].F[C:14]1[CH:19]=[C:18]([F:20])[CH:17]=[CH:16][C:15]=1[N+:21]([O-:23])=[O:22], predict the reaction product. The product is: [Cl:1][CH2:2][CH2:3][O:4][C:15]1([N+:21]([O-:23])=[O:22])[CH:16]=[CH:17][C:18]([F:20])=[CH:19][CH2:14]1.